Dataset: Catalyst prediction with 721,799 reactions and 888 catalyst types from USPTO. Task: Predict which catalyst facilitates the given reaction. Reactant: [H-].C([Al+]CC(C)C)C(C)C.[F:11][C:12]1[CH:17]=[CH:16][C:15]([C:18]2[NH:19][CH:20]=[C:21]([CH:29]=[CH:30][C:31](OCC)=[O:32])[C:22]=2[C:23]2[CH:28]=[CH:27][N:26]=[CH:25][CH:24]=2)=[CH:14][CH:13]=1.C(=O)([O-])O.[Na+]. Product: [F:11][C:12]1[CH:13]=[CH:14][C:15]([C:18]2[NH:19][CH:20]=[C:21]([CH:29]=[CH:30][CH2:31][OH:32])[C:22]=2[C:23]2[CH:28]=[CH:27][N:26]=[CH:25][CH:24]=2)=[CH:16][CH:17]=1. The catalyst class is: 4.